Dataset: Full USPTO retrosynthesis dataset with 1.9M reactions from patents (1976-2016). Task: Predict the reactants needed to synthesize the given product. (1) Given the product [F:36][C:31]1[CH:30]=[C:29]([CH:34]=[CH:33][C:32]=1[F:35])[CH2:28][NH:27][C:26]([C:11]1[C:10]2[C:14](=[CH:15][C:7]([N:40]3[CH2:45][CH2:44][O:43][CH2:42][CH2:41]3)=[CH:8][CH:9]=2)[N:13]([CH2:16][C:17]2[CH:22]=[CH:21][CH:20]=[CH:19][N:18]=2)[C:12]=1[CH:23]([CH3:24])[CH3:25])=[O:37], predict the reactants needed to synthesize it. The reactants are: FC(F)(F)S(O[C:7]1[CH:15]=[C:14]2[C:10]([C:11]([C:26](=[O:37])[NH:27][CH2:28][C:29]3[CH:34]=[CH:33][C:32]([F:35])=[C:31]([F:36])[CH:30]=3)=[C:12]([CH:23]([CH3:25])[CH3:24])[N:13]2[CH2:16][C:17]2[CH:22]=[CH:21][CH:20]=[CH:19][N:18]=2)=[CH:9][CH:8]=1)(=O)=O.[NH:40]1[CH2:45][CH2:44][O:43][CH2:42][CH2:41]1.[Li]N([Si](C)(C)C)[Si](C)(C)C.CC(C1C=C(C(C)C)C(C2C=CC=CC=2P(C2CCCCC2)C2CCCCC2)=C(C(C)C)C=1)C. (2) Given the product [OH:31][C:28]1([C:8]2[S:7][C:6]3[CH:9]=[CH:10][CH:11]=[CH:12][C:5]=3[C:4]=2[CH:2]([OH:1])[CH3:3])[CH2:27][CH2:26][N:25]([C:23]([O:22][C:18]([CH3:21])([CH3:20])[CH3:19])=[O:24])[CH2:30][CH2:29]1, predict the reactants needed to synthesize it. The reactants are: [OH:1][CH:2]([C:4]1[C:5]2[CH:12]=[CH:11][CH:10]=[CH:9][C:6]=2[S:7][CH:8]=1)[CH3:3].C([Li])CCC.[C:18]([O:22][C:23]([N:25]1[CH2:30][CH2:29][C:28](=[O:31])[CH2:27][CH2:26]1)=[O:24])([CH3:21])([CH3:20])[CH3:19]. (3) Given the product [Cl:45][CH2:44][CH2:43][N:27]1[C:18]2[C:17]3[N:16]=[C:15]([NH:14][C:12]4[CH:13]=[C:8]([N:5]5[CH2:6][CH2:7][N:2]([CH3:1])[CH2:3][CH2:4]5)[CH:9]=[CH:10][C:11]=4[O:31][C:32]([F:33])([F:35])[F:34])[N:24]=[CH:23][C:22]=3[CH2:21][CH2:20][C:19]=2[C:25]([C:28]([NH2:30])=[O:29])=[N:26]1, predict the reactants needed to synthesize it. The reactants are: [CH3:1][N:2]1[CH2:7][CH2:6][N:5]([C:8]2[CH:9]=[CH:10][C:11]([O:31][C:32]([F:35])([F:34])[F:33])=[C:12]([NH:14][C:15]3[N:24]=[CH:23][C:22]4[CH2:21][CH2:20][C:19]5[C:25]([C:28]([NH2:30])=[O:29])=[N:26][NH:27][C:18]=5[C:17]=4[N:16]=3)[CH:13]=2)[CH2:4][CH2:3]1.C([O-])([O-])=O.[Cs+].[Cs+].Br[CH2:43][CH2:44][Cl:45].O. (4) Given the product [CH2:1]([O:8][CH2:9][C@@H:10]1[CH2:15][O:14][C:13]2[CH:16]=[CH:17][C:18]([CH2:20][CH2:21][NH:22][CH2:23][C@@H:24]([C:26]3[CH:27]=[CH:28][C:29]([OH:35])=[C:30]([NH:32][CH:33]=[O:34])[CH:31]=3)[OH:25])=[CH:19][C:12]=2[O:11]1)[C:2]1[CH:3]=[CH:4][CH:5]=[CH:6][CH:7]=1, predict the reactants needed to synthesize it. The reactants are: [CH2:1]([O:8][CH2:9][C@@H:10]1[CH2:15][O:14][C:13]2[CH:16]=[CH:17][C:18]([CH2:20][CH2:21][NH:22][CH2:23][C@@H:24]([C:26]3[CH:27]=[CH:28][C:29]([O:35]COCC[Si](C)(C)C)=[C:30]([NH:32][CH:33]=[O:34])[CH:31]=3)[OH:25])=[CH:19][C:12]=2[O:11]1)[C:2]1[CH:7]=[CH:6][CH:5]=[CH:4][CH:3]=1. (5) Given the product [CH2:20]([O:22][CH2:23][C:24]1[N:12]([CH2:13][C:14]2[CH:19]=[CH:18][CH:17]=[CH:16][CH:15]=2)[C:11]2[C:10]3[CH:9]=[CH:8][CH:7]=[CH:6][C:5]=3[N:4]=[CH:3][C:2]=2[N:1]=1)[CH3:21], predict the reactants needed to synthesize it. The reactants are: [NH2:1][C:2]1[CH:3]=[N:4][C:5]2[C:10]([C:11]=1[NH:12][CH2:13][C:14]1[CH:19]=[CH:18][CH:17]=[CH:16][CH:15]=1)=[CH:9][CH:8]=[CH:7][CH:6]=2.[CH2:20]([O:22][CH2:23][C:24](O)=O)[CH3:21].[OH-].[NH4+]. (6) Given the product [F:8][C:5]1([F:9])[CH2:4][C@H:3]([C:10]([O:12][CH2:13][CH3:14])=[O:11])[C@H:2]([NH:1][C:25]([C:24]2[CH:23]=[CH:22][C:21]([N:18]3[CH:19]=[CH:20][C:16]([CH3:15])=[N:17]3)=[CH:29][CH:28]=2)=[O:26])[CH2:7][CH2:6]1, predict the reactants needed to synthesize it. The reactants are: [NH2:1][C@@H:2]1[CH2:7][CH2:6][C:5]([F:9])([F:8])[CH2:4][C@@H:3]1[C:10]([O:12][CH2:13][CH3:14])=[O:11].[CH3:15][C:16]1[CH:20]=[CH:19][N:18]([C:21]2[CH:29]=[CH:28][C:24]([C:25](O)=[O:26])=[CH:23][CH:22]=2)[N:17]=1.Cl.CN(C)CCCN=C=NCC.N1(O)C2C=CC=CC=2N=N1.C(=O)([O-])O.[Na+]. (7) Given the product [CH3:33][N:25]([CH2:24][CH2:23][N:22]([CH3:34])[CH2:21][C:5]1[C:4]2[C:8](=[CH:9][CH:10]=[C:2]([O:1][CH:37]3[CH2:38][CH2:39][O:35][CH2:36]3)[CH:3]=2)[N:7]([S:11]([C:14]2[CH:15]=[CH:16][C:17]([CH3:18])=[CH:19][CH:20]=2)(=[O:13])=[O:12])[N:6]=1)[C:26](=[O:32])[O:27][C:28]([CH3:31])([CH3:29])[CH3:30], predict the reactants needed to synthesize it. The reactants are: [OH:1][C:2]1[CH:3]=[C:4]2[C:8](=[CH:9][CH:10]=1)[N:7]([S:11]([C:14]1[CH:20]=[CH:19][C:17]([CH3:18])=[CH:16][CH:15]=1)(=[O:13])=[O:12])[N:6]=[C:5]2[CH2:21][N:22]([CH3:34])[CH2:23][CH2:24][N:25]([CH3:33])[C:26](=[O:32])[O:27][C:28]([CH3:31])([CH3:30])[CH3:29].[O:35]1[CH2:39][CH2:38][CH:37](O)[CH2:36]1.C(P(CCCC)CCCC)CCC.O. (8) Given the product [O:60]1[CH2:61][CH2:62][CH:57]([NH:56][C:22]([C:19]2[N:20]=[N:21][C:16]([O:15][CH2:14][C:9]3[N:10]([CH3:13])[N:11]=[N:12][C:8]=3[C:5]3[CH:6]=[CH:7][C:2]([F:1])=[CH:3][CH:4]=3)=[CH:17][CH:18]=2)=[O:23])[CH2:58][CH2:59]1, predict the reactants needed to synthesize it. The reactants are: [F:1][C:2]1[CH:7]=[CH:6][C:5]([C:8]2[N:12]=[N:11][N:10]([CH3:13])[C:9]=2[CH2:14][O:15][C:16]2[N:21]=[N:20][C:19]([C:22](O)=[O:23])=[CH:18][CH:17]=2)=[CH:4][CH:3]=1.CN(C(ON1N=NC2C=CC=CC1=2)=[N+](C)C)C.[B-](F)(F)(F)F.CCN(C(C)C)C(C)C.[NH2:56][CH:57]1[CH2:62][CH2:61][O:60][CH2:59][CH2:58]1. (9) Given the product [C:1]([C:5]1[N:10]=[C:9]([O:11][CH2:12][CH3:13])[C:8]([C:14]2[N:15]([C:35]([N:38]3[CH2:43][CH2:42][CH:41]([CH:44]([OH:47])[CH2:45][OH:46])[CH2:40][CH2:39]3)=[O:36])[C@@:16]([C:28]3[CH:33]=[CH:32][C:31]([Cl:34])=[CH:30][CH:29]=3)([CH3:27])[C@@:17]([C:20]3[CH:25]=[CH:24][C:23]([Cl:26])=[CH:22][CH:21]=3)([CH3:19])[N:18]=2)=[CH:7][N:6]=1)([CH3:3])([CH3:2])[CH3:4], predict the reactants needed to synthesize it. The reactants are: [C:1]([C:5]1[N:10]=[C:9]([O:11][CH2:12][CH3:13])[C:8]([C:14]2[N:15]([C:35](Cl)=[O:36])[C:16]([C:28]3[CH:33]=[CH:32][C:31]([Cl:34])=[CH:30][CH:29]=3)([CH3:27])[C:17]([C:20]3[CH:25]=[CH:24][C:23]([Cl:26])=[CH:22][CH:21]=3)([CH3:19])[N:18]=2)=[CH:7][N:6]=1)([CH3:4])([CH3:3])[CH3:2].[NH:38]1[CH2:43][CH2:42][CH:41]([CH:44]([OH:47])[CH2:45][OH:46])[CH2:40][CH2:39]1.